This data is from Plasma protein binding rate (PPBR) regression data from AstraZeneca. The task is: Regression/Classification. Given a drug SMILES string, predict its absorption, distribution, metabolism, or excretion properties. Task type varies by dataset: regression for continuous measurements (e.g., permeability, clearance, half-life) or binary classification for categorical outcomes (e.g., BBB penetration, CYP inhibition). For this dataset (ppbr_az), we predict Y. (1) The drug is Cc1ccc2c(c1)c(Sc1cccc(Cl)c1)c(C)n2CC(=O)O. The Y is 99.6 %. (2) The molecule is N#Cc1c(N)nc2c(c1N)CC(COc1ccccc1)O2. The Y is 89.0 %. (3) The molecule is CC(C)Oc1cc2ncc(C(N)=O)c(Nc3ccc(F)cc3F)c2cc1N1CCN(C)CC1. The Y is 98.3 %. (4) The drug is Cc1cc(Nc2nc(N[C@@H](C)c3ncc(F)cn3)ncc2F)n[nH]1. The Y is 52.9 %. (5) The drug is O=c1[nH]c([C@@H]2CCCN2)nc2c1oc1ccc(Cl)cc12. The Y is 92.8 %.